This data is from M1 muscarinic receptor antagonist screen with 61,756 compounds. The task is: Binary Classification. Given a drug SMILES string, predict its activity (active/inactive) in a high-throughput screening assay against a specified biological target. (1) The drug is Clc1sc(S(=O)(=O)N2CC(CCC2)C(O)=O)cc1. The result is 0 (inactive). (2) The drug is s1c(N2CC(CCC2)C)nc2c(scc2)c1=O. The result is 1 (active). (3) The compound is S=c1n(c(n[nH]1)CCn1c(ncc1)C)Cc1ccccc1. The result is 1 (active). (4) The compound is S(=O)(=O)(N1CCOCC1)c1ccc(N2CCC(CC2)CNC(=O)c2cc(OC)ccc2)cc1. The result is 0 (inactive). (5) The drug is S(=O)(=O)(N1CCCC1)c1ccc(OCC(=O)NCCC=2CCCCC2)cc1. The result is 0 (inactive). (6) The compound is S(=O)(=O)(N1CCN(CC1)Cc1ccncc1)c1ccc(NC(=O)C)cc1. The result is 0 (inactive). (7) The compound is Clc1cc(S(=O)(=O)c2c3[nH]c4c([nH]c3n(\N=C\C3=CC(=O)C(=O)C=C3)c2N)cccc4)ccc1. The result is 0 (inactive). (8) The compound is O=C(Nc1c(cccc1)C(OC)=O)CN1CCN(C23CC4CC(C2)CC(C3)C4)CC1. The result is 1 (active). (9) The result is 0 (inactive). The drug is S(=O)(=O)(Nc1cc(ccc1)C(F)(F)F)c1[nH]cnc1.